From a dataset of Forward reaction prediction with 1.9M reactions from USPTO patents (1976-2016). Predict the product of the given reaction. (1) Given the reactants [Cl:1][C:2]1[C:7]([C:8]([OH:10])=O)=[CH:6][N:5]=[C:4]2[N:11]([CH2:14][CH3:15])[N:12]=[CH:13][C:3]=12.C(NC(C1C(Cl)=C2C=NN(CC)C2=NC=1)=O)C1C=CC=CC=1.C(N(C(C)C)CC)(C)C.[NH2:47][CH2:48][C:49]1[CH:54]=[CH:53][N:52]=[CH:51][CH:50]=1, predict the reaction product. The product is: [Cl:1][C:2]1[C:7]([C:8]([NH:47][CH2:48][C:49]2[CH:54]=[CH:53][N:52]=[CH:51][CH:50]=2)=[O:10])=[CH:6][N:5]=[C:4]2[N:11]([CH2:14][CH3:15])[N:12]=[CH:13][C:3]=12. (2) Given the reactants B(Br)(Br)Br.[Cl:5][C:6]1[CH:15]=[C:14]([O:16]C)[C:13]([Cl:18])=[C:12]2[C:7]=1[CH2:8][CH2:9][N:10](C(OC(C)(C)C)=O)[C:11]2=[O:19].O, predict the reaction product. The product is: [Cl:5][C:6]1[CH:15]=[C:14]([OH:16])[C:13]([Cl:18])=[C:12]2[C:7]=1[CH2:8][CH2:9][NH:10][C:11]2=[O:19].